From a dataset of Forward reaction prediction with 1.9M reactions from USPTO patents (1976-2016). Predict the product of the given reaction. (1) Given the reactants [OH:1][C:2]([C:12]1[S:13][CH:14]=[CH:15][CH:16]=1)([C:7]1[S:8][CH:9]=[CH:10][CH:11]=1)[C:3]([O:5][CH3:6])=[O:4].[C:17]([O:21][C:22](=[O:32])[N:23]([C@H:25]1[CH2:30][CH2:29][C@H](O)[CH2:27][CH2:26]1)[CH3:24])([CH3:20])([CH3:19])[CH3:18].[H-].[Na+], predict the reaction product. The product is: [OH:1][C:2]([C:7]1[S:8][CH:9]=[CH:10][CH:11]=1)([C:12]1[S:13][CH:14]=[CH:15][CH:16]=1)[C:3]([O:5][C@H:6]1[CH2:29][CH2:30][C@H:25]([N:23]([C:22]([O:21][C:17]([CH3:19])([CH3:18])[CH3:20])=[O:32])[CH3:24])[CH2:26][CH2:27]1)=[O:4]. (2) Given the reactants [Br:1][C:2]1[CH:3]=[C:4]2[C:9](=[CH:10][C:11]=1[O:12][CH3:13])[O:8][C:7]([CH3:15])([CH3:14])[CH2:6][C:5]2=[O:16].S(Cl)([Cl:20])(=O)=O.N1C=CC=CC=1, predict the reaction product. The product is: [Br:1][C:2]1[CH:3]=[C:4]2[C:9](=[C:10]([Cl:20])[C:11]=1[O:12][CH3:13])[O:8][C:7]([CH3:14])([CH3:15])[CH2:6][C:5]2=[O:16]. (3) Given the reactants [CH3:1][S:2][C:3]1[CH:10]=[CH:9][C:6]([C:7]#[N:8])=[CH:5][CH:4]=1.[CH3:11][O:12][C:13]1[CH:14]=[C:15]([CH:17]=[C:18]([O:22][CH3:23])[C:19]=1[O:20][CH3:21])[NH2:16], predict the reaction product. The product is: [CH3:23][O:22][C:18]1[CH:17]=[C:15]([NH:16][C:7]([C:6]2[CH:9]=[CH:10][C:3]([S:2][CH3:1])=[CH:4][CH:5]=2)=[NH:8])[CH:14]=[C:13]([O:12][CH3:11])[C:19]=1[O:20][CH3:21]. (4) Given the reactants [C:1]1(=[CH:4][C:5]2[C:13]3[C:8](=[CH:9][CH:10]=[CH:11][CH:12]=3)[N:7]([CH2:14][C:15]3[CH:20]=[CH:19][CH:18]=[C:17]([C:21]([F:24])([F:23])[F:22])[CH:16]=3)[C:6]=2[C:25]([O:27]CC)=[O:26])[CH2:3][CH2:2]1.[OH-].[Na+], predict the reaction product. The product is: [C:1]1(=[CH:4][C:5]2[C:13]3[C:8](=[CH:9][CH:10]=[CH:11][CH:12]=3)[N:7]([CH2:14][C:15]3[CH:20]=[CH:19][CH:18]=[C:17]([C:21]([F:23])([F:24])[F:22])[CH:16]=3)[C:6]=2[C:25]([OH:27])=[O:26])[CH2:3][CH2:2]1. (5) Given the reactants C(N(CC)CC)C.[F:8][C:9]1[C:14]([F:15])=[CH:13][CH:12]=[CH:11][C:10]=1[C@H:16]1[CH2:22][N:21]2[C:23]([CH2:26][C:27]([F:30])([F:29])[F:28])=[N:24][N:25]=[C:20]2[C@H:19]([NH2:31])[CH2:18][CH2:17]1.[C:32]([N:39]1[CH:43]=[CH:42]N=[CH:40]1)(N1C=CN=C1)=[O:33].N1CC[CH:47]([C:50]2[C:51](=[O:60])[NH:52][C:53]3[C:58]([CH:59]=2)=[CH:57][CH:56]=[CH:55][CH:54]=3)[CH2:46]C1.C(=O)(O)[O-].[Na+], predict the reaction product. The product is: [F:8][C:9]1[C:14]([F:15])=[CH:13][CH:12]=[CH:11][C:10]=1[C@H:16]1[CH2:22][N:21]2[C:23]([CH2:26][C:27]([F:30])([F:28])[F:29])=[N:24][N:25]=[C:20]2[C@H:19]([NH:31][C:32]([N:39]2[CH2:40][CH2:46][CH:47]([C:50]3[C:51](=[O:60])[NH:52][C:53]4[C:58]([CH:59]=3)=[CH:57][CH:56]=[CH:55][CH:54]=4)[CH2:42][CH2:43]2)=[O:33])[CH2:18][CH2:17]1. (6) Given the reactants [F:1][C:2]1[CH:7]=[C:6]([CH3:8])[C:5]([F:9])=[CH:4][C:3]=1[C:10](=[O:12])[CH3:11].N1C(C)=CC=CC=1C.FC(F)(F)S(O[Si](C)(C)C)(=O)=O.[Br:33]N1C(=O)CCC1=O, predict the reaction product. The product is: [Br:33][CH2:11][C:10]([C:3]1[CH:4]=[C:5]([F:9])[C:6]([CH3:8])=[CH:7][C:2]=1[F:1])=[O:12]. (7) The product is: [CH3:64][CH:65]([N:36]1[CH2:35][CH2:34][N:33]([C:39]2[CH:40]=[C:41]([C:14]3[CH:15]=[C:16]4[C:26]5[C:21](=[CH:22][N:23]=[C:24]([C:27]6[CH:28]=[N:29][CH:30]=[CH:31][CH:32]=6)[CH:25]=5)[NH:20][C:17]4=[N:18][CH:19]=3)[CH:42]=[CH:43][CH:44]=2)[CH2:38][CH2:37]1)[CH3:67]. Given the reactants CN1CCN(C2C=CC([C:14]3[CH:15]=[C:16]4[C:26]5[C:21](=[CH:22][N:23]=[C:24]([C:27]6[CH:28]=[N:29][CH:30]=[CH:31][CH:32]=6)[CH:25]=5)[NH:20][C:17]4=[N:18][CH:19]=3)=CC=2)CC1.[N:33]1([C:39]2[CH:44]=[CH:43][C:42](C3C=C4C5C(=CN=C(C6C=NC=CC=6)C=5)NC4=NC=3)=[CH:41][CH:40]=2)[CH2:38][CH2:37][NH:36][CH2:35][CH2:34]1.[CH3:64][C:65]([CH3:67])=O, predict the reaction product.